This data is from Catalyst prediction with 721,799 reactions and 888 catalyst types from USPTO. The task is: Predict which catalyst facilitates the given reaction. (1) Reactant: Cl.[C:2]1([C:8]2([NH2:11])[CH2:10][CH2:9]2)[CH:7]=[CH:6][CH:5]=[CH:4][CH:3]=1.C(N(C(C)C)CC)(C)C.[F:21][C:22]1[CH:23]=[C:24]([CH:28]=[C:29]([C:32]2[CH:37]=[CH:36][N:35]3[N:38]=[C:39]([C:45]4[CH:50]=[CH:49][C:48]([F:51])=[CH:47][CH:46]=4)[C:40]([C:41](=[O:44])[NH:42][CH3:43])=[C:34]3[C:33]=2[F:52])[C:30]=1[CH3:31])[C:25]([OH:27])=[O:26].CN(C(ON1N=NC2C=CC=NC1=2)=[N+](C)C)C.F[P-](F)(F)(F)(F)F. Product: [C:25]([O-:27])(=[O:26])[CH3:24].[NH4+:11].[F:52][C:33]1[C:34]2[N:35]([N:38]=[C:39]([C:45]3[CH:46]=[CH:47][C:48]([F:51])=[CH:49][CH:50]=3)[C:40]=2[C:41]([NH:42][CH3:43])=[O:44])[CH:36]=[CH:37][C:32]=1[C:29]1[CH:28]=[C:24]([C:25](=[O:26])[NH:11][C:8]2([C:2]3[CH:7]=[CH:6][CH:5]=[CH:4][CH:3]=3)[CH2:10][CH2:9]2)[CH:23]=[C:22]([F:21])[C:30]=1[CH3:31]. The catalyst class is: 3. (2) Reactant: [CH3:1][CH:2]([C:13]1[CH:35]=[CH:34][C:16]([CH2:17][O:18][CH2:19][CH2:20][O:21][CH2:22][CH2:23][O:24][CH2:25][CH2:26][O:27]C2CCCCO2)=[CH:15][CH:14]=1)[CH2:3][CH2:4][CH2:5][CH2:6][CH2:7][CH2:8][CH2:9][CH2:10][CH2:11][CH3:12].CC1C=CC(S(O)(=O)=O)=CC=1.O. Product: [CH3:1][CH:2]([C:13]1[CH:14]=[CH:15][C:16]([CH2:17][O:18][CH2:19][CH2:20][O:21][CH2:22][CH2:23][O:24][CH2:25][CH2:26][OH:27])=[CH:34][CH:35]=1)[CH2:3][CH2:4][CH2:5][CH2:6][CH2:7][CH2:8][CH2:9][CH2:10][CH2:11][CH3:12]. The catalyst class is: 5. (3) Reactant: C1(COC2C(OC)=CC=CC=2/C=C/C2N=C3N(C=2C(O)=O)C=CS3)CC1.[CH:27]1([O:32][C:33]2[C:40]([O:41][CH:42]([F:44])[F:43])=[CH:39][CH:38]=[CH:37][C:34]=2[CH:35]=O)[CH2:31][CH2:30][CH2:29][CH2:28]1.[Br-].[CH2:46]([O:48][C:49]([C:51]1[N:58]2[C:54]([S:55][CH:56]=[CH:57]2)=[N:53][C:52]=1[CH2:59][P+](C1C=CC=CC=1)(C1C=CC=CC=1)C1C=CC=CC=1)=[O:50])[CH3:47].[H-].[Na+]. Product: [CH:27]1([O:32][C:33]2[C:40]([O:41][CH:42]([F:44])[F:43])=[CH:39][CH:38]=[CH:37][C:34]=2/[CH:35]=[CH:59]/[C:52]2[N:53]=[C:54]3[N:58]([C:51]=2[C:49]([O:48][CH2:46][CH3:47])=[O:50])[CH:57]=[CH:56][S:55]3)[CH2:31][CH2:30][CH2:29][CH2:28]1. The catalyst class is: 16. (4) Reactant: [CH3:1][C@H:2]([CH2:9][CH2:10][CH2:11][C@H:12]([CH3:19])[CH2:13][CH2:14][CH2:15][CH:16]([CH3:18])[CH3:17])[CH2:3][CH2:4][CH2:5][C:6](=[O:8])[CH3:7].[CH:20]#[CH:21].N.[OH-].[K+]. Product: [CH3:7][C:6]([OH:8])([CH2:5][CH2:4][CH2:3][C@H:2]([CH3:1])[CH2:9][CH2:10][CH2:11][C@H:12]([CH3:19])[CH2:13][CH2:14][CH2:15][CH:16]([CH3:18])[CH3:17])[C:20]#[CH:21]. The catalyst class is: 15. (5) Reactant: [F:1][C:2]1[C:7]([O:8][CH3:9])=[CH:6][CH:5]=[CH:4][C:3]=1[N:10]1[C:15](=[O:16])[C:14]2=[C:17]([CH3:29])[N:18]([C:20]3[CH:25]=[CH:24][C:23]([N+:26]([O-:28])=[O:27])=[CH:22][CH:21]=3)[N:19]=[C:13]2[N:12]([CH2:30][C:31]2[C:36]([C:37]([F:40])([F:39])[F:38])=[CH:35][CH:34]=[CH:33][C:32]=2[F:41])[C:11]1=[O:42].N(C(C)(C)C#N)=NC(C)(C)C#N.[Br:55]N1C(=O)CCC1=O. Product: [Br:55][CH2:29][C:17]1[N:18]([C:20]2[CH:25]=[CH:24][C:23]([N+:26]([O-:28])=[O:27])=[CH:22][CH:21]=2)[N:19]=[C:13]2[C:14]=1[C:15](=[O:16])[N:10]([C:3]1[CH:4]=[CH:5][CH:6]=[C:7]([O:8][CH3:9])[C:2]=1[F:1])[C:11](=[O:42])[N:12]2[CH2:30][C:31]1[C:36]([C:37]([F:39])([F:38])[F:40])=[CH:35][CH:34]=[CH:33][C:32]=1[F:41]. The catalyst class is: 159. (6) Reactant: [CH2:1]([O:3][C:4]([C:6]1[NH:15][C:9]2=[N:10][C:11]([Cl:14])=[CH:12][CH:13]=[C:8]2[CH:7]=1)=[O:5])[CH3:2].CC(C)([O-])C.[K+].[C:22]([O:26][C:27]([N:29]1[CH2:33][C@H:32]([CH3:34])OS1(=O)=O)=[O:28])([CH3:25])([CH3:24])[CH3:23]. Product: [CH2:1]([O:3][C:4]([C:6]1[N:15]([C@H:32]([CH3:34])[CH2:33][NH:29][C:27]([O:26][C:22]([CH3:25])([CH3:24])[CH3:23])=[O:28])[C:9]2=[N:10][C:11]([Cl:14])=[CH:12][CH:13]=[C:8]2[CH:7]=1)=[O:5])[CH3:2]. The catalyst class is: 9. (7) Product: [C:14]([N:13]([C:17]1[CH:18]=[CH:19][CH:20]=[CH:21][CH:22]=1)[C:7]1([C:4]2[S:5][CH:6]=[C:2]([CH3:1])[N:3]=2)[CH2:12][CH2:11][N:10]([CH:30]([C:36]2[CH:41]=[CH:40][CH:39]=[CH:38][CH:37]=2)[C:31]([O:33][CH2:34][CH3:35])=[O:32])[CH2:9][CH2:8]1)(=[O:16])[CH3:15]. The catalyst class is: 9. Reactant: [CH3:1][C:2]1[N:3]=[C:4]([C:7]2([N:13]([C:17]3[CH:22]=[CH:21][CH:20]=[CH:19][CH:18]=3)[C:14](=[O:16])[CH3:15])[CH2:12][CH2:11][NH:10][CH2:9][CH2:8]2)[S:5][CH:6]=1.C(=O)([O-])[O-].[K+].[K+].Br[CH:30]([C:36]1[CH:41]=[CH:40][CH:39]=[CH:38][CH:37]=1)[C:31]([O:33][CH2:34][CH3:35])=[O:32].C(OCC)(=O)C. (8) Reactant: [N:1]([N:3]1[CH2:8][CH2:7][NH:6][CH2:5][CH2:4]1)=[O:2].[CH:9]([C:11]1[CH:12]=[CH:13][N:14]=[C:15]2[C:20]=1[N:19]=[C:18]([O:21][CH3:22])[CH:17]=[CH:16]2)=[CH2:10]. The catalyst class is: 3. Product: [CH3:22][O:21][C:18]1[CH:17]=[CH:16][C:15]2[C:20](=[C:11]([CH2:9][CH2:10][N:6]3[CH2:7][CH2:8][N:3]([N:1]=[O:2])[CH2:4][CH2:5]3)[CH:12]=[CH:13][N:14]=2)[N:19]=1. (9) Reactant: C[O:2][C:3]([C:5]1[N:13]=[C:12]2[C:8]([N:9]([CH2:21][C:22]3[CH:27]=[CH:26][C:25]([Cl:28])=[CH:24][CH:23]=3)[C:10]([C:14]3[CH:19]=[CH:18][CH:17]=[C:16]([CH3:20])[CH:15]=3)=[N:11]2)=[C:7]([NH:29][C@@H:30]([CH:35]2[CH2:38][CH2:37][CH2:36]2)[CH2:31][CH2:32][CH2:33][OH:34])[N:6]=1)=[O:4].[OH-].[Li+].Cl. Product: [Cl:28][C:25]1[CH:24]=[CH:23][C:22]([CH2:21][N:9]2[C:8]3[C:12](=[N:13][C:5]([C:3]([OH:4])=[O:2])=[N:6][C:7]=3[NH:29][C@@H:30]([CH:35]3[CH2:36][CH2:37][CH2:38]3)[CH2:31][CH2:32][CH2:33][OH:34])[N:11]=[C:10]2[C:14]2[CH:19]=[CH:18][CH:17]=[C:16]([CH3:20])[CH:15]=2)=[CH:27][CH:26]=1. The catalyst class is: 20. (10) Reactant: [Si]([O:8][CH2:9][C@@H:10]([NH:13][C:14]([C:16]1[N:17]=[C:18]([N:21]2[CH2:24][CH:23]([S:25][C:26]3[C@H:27]([CH3:50])[C@@H:28]4[C@@H:45]([C@H:46]([OH:48])[CH3:47])[C:44](=[O:49])[N:29]4[C:30]=3[C:31]([O:33][CH2:34][C:35]3[CH:40]=[CH:39][C:38]([N+:41]([O-:43])=[O:42])=[CH:37][CH:36]=3)=[O:32])[CH2:22]2)[S:19][CH:20]=1)=[O:15])[CH2:11][CH3:12])(C(C)(C)C)(C)C.C(O)(=O)C.[F-].C([N+](CCCC)(CCCC)CCCC)CCC. Product: [OH:8][CH2:9][C@@H:10]([NH:13][C:14]([C:16]1[N:17]=[C:18]([N:21]2[CH2:24][CH:23]([S:25][C:26]3[C@H:27]([CH3:50])[C@@H:28]4[C@@H:45]([C@H:46]([OH:48])[CH3:47])[C:44](=[O:49])[N:29]4[C:30]=3[C:31]([O:33][CH2:34][C:35]3[CH:36]=[CH:37][C:38]([N+:41]([O-:43])=[O:42])=[CH:39][CH:40]=3)=[O:32])[CH2:22]2)[S:19][CH:20]=1)=[O:15])[CH2:11][CH3:12]. The catalyst class is: 7.